Dataset: Reaction yield outcomes from USPTO patents with 853,638 reactions. Task: Predict the reaction yield, written as a fraction of the theoretical maximum amount of product (1.0 means a 100% yield; for example, 0.34 means a 34% yield). (1) The reactants are [C:1]([O:5][C:6](=[O:21])[NH:7][C:8]1[CH:13]=[CH:12][C:11]([C:14]([CH3:17])([CH3:16])[CH3:15])=[C:10]([N+:18]([O-])=O)[CH:9]=1)([CH3:4])([CH3:3])[CH3:2]. The catalyst is CO.[Pd]. The product is [C:1]([O:5][C:6](=[O:21])[NH:7][C:8]1[CH:13]=[CH:12][C:11]([C:14]([CH3:17])([CH3:16])[CH3:15])=[C:10]([NH2:18])[CH:9]=1)([CH3:4])([CH3:2])[CH3:3]. The yield is 0.930. (2) The reactants are [NH2:1][C:2]1[CH:3]=[C:4]([CH2:8][CH2:9][OH:10])[CH:5]=[CH:6][CH:7]=1.[CH3:11][C:12]1[S:13][C:14]([C:18](O)=[O:19])=[C:15]([CH3:17])[N:16]=1.Cl.CN(C)CCCN=C=NCC.ON1C2C=CC=CC=2N=N1. The catalyst is CN(C=O)C. The product is [OH:10][CH2:9][CH2:8][C:4]1[CH:3]=[C:2]([NH:1][C:18]([C:14]2[S:13][C:12]([CH3:11])=[N:16][C:15]=2[CH3:17])=[O:19])[CH:7]=[CH:6][CH:5]=1. The yield is 0.730. (3) The reactants are [ClH:1].[F:2][C:3]1[CH:4]=[CH:5][C:6]([CH2:9][O:10][C:11]2[CH:16]=[CH:15][N:14]([C:17]3[CH:25]=[C:24]4[C:20]([C:21]5[CH2:31][CH2:30][CH2:29][NH:28][CH2:27][C:22]=5[N:23]4[CH3:26])=[CH:19][CH:18]=3)[C:13](=[O:32])[CH:12]=2)=[N:7][CH:8]=1. The catalyst is CO. The product is [ClH:1].[F:2][C:3]1[CH:4]=[CH:5][C:6]([CH2:9][O:10][C:11]2[CH:16]=[CH:15][N:14]([C:17]3[CH:25]=[C:24]4[C:20]([C:21]5[CH2:31][CH2:30][CH2:29][NH:28][CH2:27][C:22]=5[N:23]4[CH3:26])=[CH:19][CH:18]=3)[C:13](=[O:32])[CH:12]=2)=[N:7][CH:8]=1. The yield is 0.850. (4) The reactants are [CH3:1][O:2][C:3]1[CH:8]=[CH:7][CH:6]=[CH:5][C:4]=1[N:9]1[C:17](=[O:18])[NH:16][C:15]2[C:10]1=[N:11][C:12]([NH:24][C@@H:25]1[CH2:29][CH2:28][NH:27][CH2:26]1)=[N:13][C:14]=2[C:19]([O:21]CC)=O.C(OC([N:37]1CC[C@@H](NC2N=C3C(NC(=O)N3C3C=CC=CC=3OC)=C(C(OCC)=O)N=2)C1)=O)(C)(C)C. The catalyst is ClCCl.FC(F)(F)C(O)=O. The product is [CH3:1][O:2][C:3]1[CH:8]=[CH:7][CH:6]=[CH:5][C:4]=1[N:9]1[C:17](=[O:18])[NH:16][C:15]2[C:10]1=[N:11][C:12]([NH:24][C@@H:25]1[CH2:29][CH2:28][NH:27][CH2:26]1)=[N:13][C:14]=2[C:19]([NH2:37])=[O:21]. The yield is 1.00.